Dataset: Reaction yield outcomes from USPTO patents with 853,638 reactions. Task: Predict the reaction yield, written as a fraction of the theoretical maximum amount of product (1.0 means a 100% yield; for example, 0.34 means a 34% yield). The reactants are [CH3:1][Mg+].[Br-].[F:4][CH:5]([F:28])[O:6][C:7]1[CH:12]=[CH:11][CH:10]=[CH:9][C:8]=1[N:13]1[CH:18]=[C:17]([O:19][CH3:20])[C:16](=[O:21])[C:15]([C:22](N(OC)C)=[O:23])=[N:14]1. The catalyst is C1COCC1. The product is [C:22]([C:15]1[C:16](=[O:21])[C:17]([O:19][CH3:20])=[CH:18][N:13]([C:8]2[CH:9]=[CH:10][CH:11]=[CH:12][C:7]=2[O:6][CH:5]([F:4])[F:28])[N:14]=1)(=[O:23])[CH3:1]. The yield is 0.800.